From a dataset of NCI-60 drug combinations with 297,098 pairs across 59 cell lines. Regression. Given two drug SMILES strings and cell line genomic features, predict the synergy score measuring deviation from expected non-interaction effect. Drug 1: CC(CN1CC(=O)NC(=O)C1)N2CC(=O)NC(=O)C2. Drug 2: COC1=NC(=NC2=C1N=CN2C3C(C(C(O3)CO)O)O)N. Cell line: OVCAR-5. Synergy scores: CSS=15.3, Synergy_ZIP=-1.14, Synergy_Bliss=6.46, Synergy_Loewe=1.39, Synergy_HSA=5.53.